This data is from Forward reaction prediction with 1.9M reactions from USPTO patents (1976-2016). The task is: Predict the product of the given reaction. Given the reactants [NH2:1][N:2]1[C:6]([C:7]#[N:8])=[CH:5][CH:4]=[C:3]1[CH:9]1[CH2:12][N:11]([C:13]([O:15][CH2:16][C:17]2[CH:22]=[CH:21][CH:20]=[CH:19][CH:18]=2)=[O:14])[CH2:10]1.C(O)(=O)C.[CH:27](N)=[NH:28], predict the reaction product. The product is: [NH2:8][C:7]1[C:6]2=[CH:5][CH:4]=[C:3]([CH:9]3[CH2:10][N:11]([C:13]([O:15][CH2:16][C:17]4[CH:22]=[CH:21][CH:20]=[CH:19][CH:18]=4)=[O:14])[CH2:12]3)[N:2]2[N:1]=[CH:27][N:28]=1.